Dataset: Reaction yield outcomes from USPTO patents with 853,638 reactions. Task: Predict the reaction yield, written as a fraction of the theoretical maximum amount of product (1.0 means a 100% yield; for example, 0.34 means a 34% yield). (1) The reactants are [Br:1][C:2]1[CH:7]=[CH:6][C:5]([OH:8])=[CH:4][CH:3]=1.[C:9]([C@@H:13]1[CH2:18][CH2:17][C@H:16](O)[CH2:15][CH2:14]1)([CH3:12])([CH3:11])[CH3:10].C1C=CC(P(C2C=CC=CC=2)C2C=CC=CC=2)=CC=1.C(N(CC)CC)C.CC(OC(/N=N/C(OC(C)C)=O)=O)C. The catalyst is C1COCC1. The product is [Br:1][C:2]1[CH:7]=[CH:6][C:5]([O:8][C@H:16]2[CH2:17][CH2:18][C@H:13]([C:9]([CH3:12])([CH3:11])[CH3:10])[CH2:14][CH2:15]2)=[CH:4][CH:3]=1. The yield is 0.430. (2) The reactants are [S:1]1[C:5]2=[CH:6][N:7]=[C:8]([OH:10])[CH:9]=[C:4]2[CH:3]=[CH:2]1.C(N(CC)CC)C.C1C=CC(N([S:25]([C:28]([F:31])([F:30])[F:29])(=[O:27])=[O:26])[S:25]([C:28]([F:31])([F:30])[F:29])(=[O:27])=[O:26])=CC=1. The catalyst is C(Cl)Cl. The product is [F:29][C:28]([F:31])([F:30])[S:25]([O:10][C:8]1[CH:9]=[C:4]2[CH:3]=[CH:2][S:1][C:5]2=[CH:6][N:7]=1)(=[O:27])=[O:26]. The yield is 0.910. (3) The reactants are [NH2:1][C@H:2]1[CH2:6][CH2:5][N:4]([CH:7]2[CH2:12][CH2:11][N:10]([C:13]3[N:18]=[CH:17][C:16]([CH2:19][CH3:20])=[CH:15][N:14]=3)[CH2:9][CH2:8]2)[C:3]1=[O:21].F[C:23]1[CH:28]=[CH:27][C:26]([S:29]([CH2:32][CH3:33])(=[O:31])=[O:30])=[CH:25][C:24]=1[F:34].C([O-])([O-])=O.[Na+].[Na+].O. The catalyst is CS(C)=O. The product is [CH2:19]([C:16]1[CH:15]=[N:14][C:13]([N:10]2[CH2:11][CH2:12][CH:7]([N:4]3[CH2:5][CH2:6][C@H:2]([NH:1][C:23]4[CH:28]=[CH:27][C:26]([S:29]([CH2:32][CH3:33])(=[O:31])=[O:30])=[CH:25][C:24]=4[F:34])[C:3]3=[O:21])[CH2:8][CH2:9]2)=[N:18][CH:17]=1)[CH3:20]. The yield is 0.300. (4) The reactants are [Br:1][C:2]1[CH:8]=[CH:7][C:5]([NH2:6])=[CH:4][CH:3]=1.N1C=CC=CC=1.[CH3:15][O:16]/[CH:17]=[CH:18]/[C:19](Cl)=[O:20]. The catalyst is C(Cl)Cl. The product is [Br:1][C:2]1[CH:8]=[CH:7][C:5]([NH:6][C:19](=[O:20])/[CH:18]=[CH:17]/[O:16][CH3:15])=[CH:4][CH:3]=1. The yield is 0.960. (5) The reactants are [C:1]1([C:27]2[CH:32]=[CH:31][CH:30]=[CH:29][CH:28]=2)[CH:6]=[CH:5][C:4]([CH2:7][N:8]2[C:17]3[C:12](=[C:13]([CH:18]=[C:19]4[S:23][C:22](=[S:24])[NH:21][C:20]4=[O:25])[CH:14]=[CH:15][CH:16]=3)[CH2:11][CH2:10][C:9]2=[O:26])=[CH:3][CH:2]=1.CC1NC(C)=C(C(OCC)=O)CC=1C(OCC)=O. The catalyst is C1(C)C=CC=CC=1. The product is [C:1]1([C:27]2[CH:32]=[CH:31][CH:30]=[CH:29][CH:28]=2)[CH:2]=[CH:3][C:4]([CH2:7][N:8]2[C:17]3[C:12](=[C:13]([CH2:18][CH:19]4[S:23][C:22](=[S:24])[NH:21][C:20]4=[O:25])[CH:14]=[CH:15][CH:16]=3)[CH2:11][CH2:10][C:9]2=[O:26])=[CH:5][CH:6]=1. The yield is 0.600. (6) The reactants are [Cl:1][C:2]1[C:3]([C:8]2[CH:9]=[C:10]3[C:14](=[C:15]([O:17][CH2:18][CH2:19][C:20]4[CH:25]=[CH:24][CH:23]=[CH:22][N:21]=4)[CH:16]=2)[NH:13][N:12]=[C:11]3[NH:26][C:27]([NH2:29])=[S:28])=[N:4][CH:5]=[CH:6][CH:7]=1.Br[CH:31]([CH:38]=O)[CH2:32][C:33]([O:35][CH2:36][CH3:37])=[O:34].C(=O)([O-])O.[Na+]. The catalyst is C(O)C.O1CCCC1. The product is [Cl:1][C:2]1[C:3]([C:8]2[CH:9]=[C:10]3[C:14](=[C:15]([O:17][CH2:18][CH2:19][C:20]4[CH:25]=[CH:24][CH:23]=[CH:22][N:21]=4)[CH:16]=2)[NH:13][N:12]=[C:11]3[NH:26][C:27]2[S:28][C:31]([CH2:32][C:33]([O:35][CH2:36][CH3:37])=[O:34])=[CH:38][N:29]=2)=[N:4][CH:5]=[CH:6][CH:7]=1. The yield is 0.860. (7) The yield is 0.867. The reactants are [C:1]([O:5][C:6](=[O:25])[NH:7][CH:8]([CH2:17][C:18]1[CH:23]=[CH:22][C:21]([Cl:24])=[CH:20][CH:19]=1)[C:9](=[O:16])[N:10]1[CH2:15][CH2:14][NH:13][CH2:12][CH2:11]1)([CH3:4])([CH3:3])[CH3:2].Cl[C:27]1[C:28]2[S:35][CH:34]=[CH:33][C:29]=2[N:30]=[CH:31][N:32]=1. The product is [C:1]([O:5][C:6](=[O:25])[NH:7][CH:8]([CH2:17][C:18]1[CH:19]=[CH:20][C:21]([Cl:24])=[CH:22][CH:23]=1)[C:9](=[O:16])[N:10]1[CH2:11][CH2:12][N:13]([C:27]2[C:28]3[S:35][CH:34]=[CH:33][C:29]=3[N:30]=[CH:31][N:32]=2)[CH2:14][CH2:15]1)([CH3:4])([CH3:2])[CH3:3]. The catalyst is C1(C)C=CC=CC=1. (8) The reactants are [F:1][C:2]1[CH:7]=[CH:6][C:5]([N:8]2[C:11](=[O:12])[C@H:10]([S:13][CH2:14][C:15]([C:17]3[CH:22]=[CH:21][C:20]([F:23])=[CH:19][CH:18]=3)=[O:16])[C@H:9]2[C:24]2[CH:46]=[CH:45][C:27]([O:28][CH2:29][C:30]([NH:32][CH2:33][C:34]([NH:36][C@H:37]([C:42]([OH:44])=[O:43])[CH2:38][C:39](=[O:41])[NH2:40])=[O:35])=[O:31])=[CH:26][CH:25]=2)=[CH:4][CH:3]=1.[BH4-].[Na+]. The catalyst is CO.C(O)(=O)C. The product is [F:1][C:2]1[CH:3]=[CH:4][C:5]([N:8]2[C:11](=[O:12])[C@H:10]([S:13][CH2:14][CH:15]([C:17]3[CH:22]=[CH:21][C:20]([F:23])=[CH:19][CH:18]=3)[OH:16])[C@H:9]2[C:24]2[CH:46]=[CH:45][C:27]([O:28][CH2:29][C:30]([NH:32][CH2:33][C:34]([NH:36][C@H:37]([C:42]([OH:44])=[O:43])[CH2:38][C:39](=[O:41])[NH2:40])=[O:35])=[O:31])=[CH:26][CH:25]=2)=[CH:6][CH:7]=1. The yield is 0.800. (9) The reactants are O.[O-2].[O-2].[O-2].O=[Si]=O.O=[Si]=O.O=[Si]=O.O=[Si]=O.[Al+3].[Al+3].[CH:19]([O:24][CH3:25])([O:22][CH3:23])OC.O=[C:27]1C[CH2:30][CH:29]([CH2:32][C:33]([O:35][CH3:36])=[O:34])[CH2:28]1. The catalyst is CCCCC. The product is [CH3:25][O:24][C:19]1([O:22][CH3:23])[CH2:27][CH2:28][CH:29]([CH2:32][C:33]([O:35][CH3:36])=[O:34])[CH2:30]1. The yield is 0.910.